This data is from Orexin1 receptor HTS with 218,158 compounds and 233 confirmed actives. The task is: Binary Classification. Given a drug SMILES string, predict its activity (active/inactive) in a high-throughput screening assay against a specified biological target. (1) The molecule is s1c2c(CC(OC2)C(C)C)c2c1ncnc2NN. The result is 0 (inactive). (2) The molecule is O=C(Nc1ccc(cc1)C(OC)=O)C1CCN(CC1)C(=O)c1ccc([N+]([O-])=O)cc1. The result is 0 (inactive). (3) The molecule is Fc1c(NC(=O)CN2CCCCCC2)ccc(F)c1F. The result is 0 (inactive). (4) The compound is S(c1nc(=O)n(c2CCCCc12)CCN1CCOCC1)CC(=O)Nc1ccc(OCC)cc1. The result is 0 (inactive). (5) The molecule is S1(=O)(=O)CC(N(C)C(=O)CSc2scc(n2)c2ccc(F)cc2)CC1. The result is 0 (inactive). (6) The drug is Clc1cc(NC(=O)NCCCN2CCCC2=O)ccc1C. The result is 0 (inactive). (7) The compound is o1nc(nc1CN(CC)C(=O)c1occc1)c1ccccc1. The result is 0 (inactive). (8) The compound is S(=O)(=O)(Nc1cc2c3N(CCC2)C(=O)Cc3c1)c1c(ccc(c1)C)C. The result is 0 (inactive).